From a dataset of Reaction yield outcomes from USPTO patents with 853,638 reactions. Predict the reaction yield, written as a fraction of the theoretical maximum amount of product (1.0 means a 100% yield; for example, 0.34 means a 34% yield). (1) The reactants are [F:1][C:2]1[CH:7]=[CH:6][C:5]([C:8]2[O:9][C:10]3[CH:20]=[CH:19][C:18]([C:21]4[CH:26]=[C:25]([C:27](=[O:38])[NH:28][C:29]5([C:32]6[CH:37]=[CH:36][CH:35]=[CH:34][N:33]=6)[CH2:31][CH2:30]5)[C:24]([OH:39])=[CH:23][C:22]=4[CH3:40])=[CH:17][C:11]=3[C:12]=2[C:13]([NH:15][CH3:16])=[O:14])=[CH:4][CH:3]=1.[C:41]1(P(C2C=CC=CC=2)C2C=CC=CC=2)[CH:46]=CC=C[CH:42]=1.N(/C(OC(C)(C)C)=O)=N\C(OC(C)(C)C)=O.CC(O)C. The catalyst is O1CCOCC1. The product is [F:1][C:2]1[CH:7]=[CH:6][C:5]([C:8]2[O:9][C:10]3[CH:20]=[CH:19][C:18]([C:21]4[CH:26]=[C:25]([C:27](=[O:38])[NH:28][C:29]5([C:32]6[CH:37]=[CH:36][CH:35]=[CH:34][N:33]=6)[CH2:30][CH2:31]5)[C:24]([O:39][CH:41]([CH3:46])[CH3:42])=[CH:23][C:22]=4[CH3:40])=[CH:17][C:11]=3[C:12]=2[C:13]([NH:15][CH3:16])=[O:14])=[CH:4][CH:3]=1. The yield is 0.250. (2) The reactants are [Cl:1][C:2]1[N:3]([CH2:10][C@@:11]([OH:26])([CH3:25])[CH2:12][O:13]C(=O)C2C=CC([N+]([O-])=O)=CC=2)[CH:4]=[C:5]([N+:7]([O-:9])=[O:8])[N:6]=1.Cl.S([O-])([O-])(=O)=O.[Mg+2]. The catalyst is CO.C(=O)([O-])[O-].[K+].[K+]. The product is [Cl:1][C:2]1[N:3]([CH2:10][C@@:11]([OH:26])([CH3:25])[CH2:12][OH:13])[CH:4]=[C:5]([N+:7]([O-:9])=[O:8])[N:6]=1. The yield is 0.970.